From a dataset of Catalyst prediction with 721,799 reactions and 888 catalyst types from USPTO. Predict which catalyst facilitates the given reaction. (1) Reactant: [C:1]([O:5][C:6](=[O:21])[CH2:7][C@@H:8]([CH2:12][CH2:13][CH2:14][CH:15]1[CH2:20][CH2:19][CH2:18][CH2:17][CH2:16]1)[C:9]([OH:11])=O)([CH3:4])([CH3:3])[CH3:2].C(N1C=CN=C1)(N1C=CN=C1)=O.O[N:35]=[C:36]([NH2:40])[CH:37]([CH3:39])[CH3:38]. Product: [CH:15]1([CH2:14][CH2:13][CH2:12][C@@H:8]([C:9]2[O:11][N:40]=[C:36]([CH:37]([CH3:39])[CH3:38])[N:35]=2)[CH2:7][C:6]([O:5][C:1]([CH3:2])([CH3:3])[CH3:4])=[O:21])[CH2:20][CH2:19][CH2:18][CH2:17][CH2:16]1. The catalyst class is: 4. (2) Reactant: [N:1]12[CH2:8][CH2:7][CH:4]([CH2:5][CH2:6]1)[CH:3]([NH:9][C:10]([C:12]1[O:13][C:14]([C:17]3[CH:22]=[CH:21][C:20]([NH2:23])=[CH:19][CH:18]=3)=[CH:15][CH:16]=1)=[O:11])[CH2:2]2.[C:24]([Cl:32])(=[O:31])[C:25]1[CH:30]=[CH:29][CH:28]=[CH:27][CH:26]=1. The catalyst class is: 4. Product: [ClH:32].[N:1]12[CH2:6][CH2:5][CH:4]([CH2:7][CH2:8]1)[CH:3]([NH:9][C:10]([C:12]1[O:13][C:14]([C:17]3[CH:18]=[CH:19][C:20]([NH:23][C:24](=[O:31])[C:25]4[CH:30]=[CH:29][CH:28]=[CH:27][CH:26]=4)=[CH:21][CH:22]=3)=[CH:15][CH:16]=1)=[O:11])[CH2:2]2. (3) Reactant: [NH:1]1[CH2:5][CH2:4][CH2:3][CH2:2]1.[CH3:6][C:7]([CH3:9])=O.[C-:10]#[N:11].[K+]. Product: [CH3:6][C:7]([N:1]1[CH2:5][CH2:4][CH2:3][CH2:2]1)([CH3:9])[C:10]#[N:11]. The catalyst class is: 6. (4) Reactant: [CH2:1]([O:8][C:9]1[CH:14]=[CH:13][C:12]([Cl:15])=[CH:11][C:10]=1B(O)O)[C:2]1[CH:7]=[CH:6][CH:5]=[CH:4][CH:3]=1.Br[C:20]1[CH:21]=[N:22][CH:23]=[N:24][CH:25]=1.C(=O)([O-])[O-].[Na+].[Na+]. Product: [CH2:1]([O:8][C:9]1[CH:14]=[CH:13][C:12]([Cl:15])=[CH:11][C:10]=1[C:20]1[CH:21]=[N:22][CH:23]=[N:24][CH:25]=1)[C:2]1[CH:7]=[CH:6][CH:5]=[CH:4][CH:3]=1. The catalyst class is: 12. (5) Reactant: [CH3:1][O:2][C:3](=[O:20])[C:4]1[CH:9]=[CH:8][C:7]([CH3:10])=[C:6]([N:11]2[C:16](=[O:17])[CH:15]=[C:14]([OH:18])[N:13]=[C:12]2[CH3:19])[CH:5]=1.[CH3:21][C:22]1[CH:23]=[C:24]([CH:27]=[CH:28][CH:29]=1)[CH2:25]Br.C(=O)([O-])[O-].[K+].[K+].C1OCCOCCOCCOCCOCCOC1. Product: [CH3:1][O:2][C:3](=[O:20])[C:4]1[CH:9]=[CH:8][C:7]([CH3:10])=[C:6]([N:11]2[C:16](=[O:17])[CH:15]=[C:14]([O:18][CH2:21][C:22]3[CH:29]=[CH:28][CH:27]=[C:24]([CH3:25])[CH:23]=3)[N:13]=[C:12]2[CH3:19])[CH:5]=1. The catalyst class is: 9. (6) The catalyst class is: 558. Product: [F:1][C:2]1[C:3]([C:22]2[S:26][C:25]([C:27]3([OH:31])[CH2:30][CH2:29][CH2:28]3)=[N:24][CH:23]=2)=[C:4]2[CH:10]=[C:9]([C:40]3[CH:39]=[CH:38][CH:37]=[C:36]([S:33]([CH3:32])(=[O:35])=[O:34])[CH:41]=3)[N:8]([S:12]([C:15]3[CH:21]=[CH:20][C:18]([CH3:19])=[CH:17][CH:16]=3)(=[O:14])=[O:13])[C:5]2=[N:6][CH:7]=1. Reactant: [F:1][C:2]1[C:3]([C:22]2[S:26][C:25]([C:27]3([OH:31])[CH2:30][CH2:29][CH2:28]3)=[N:24][CH:23]=2)=[C:4]2[CH:10]=[C:9](I)[N:8]([S:12]([C:15]3[CH:21]=[CH:20][C:18]([CH3:19])=[CH:17][CH:16]=3)(=[O:14])=[O:13])[C:5]2=[N:6][CH:7]=1.[CH3:32][S:33]([C:36]1[CH:37]=[C:38](B(O)O)[CH:39]=[CH:40][CH:41]=1)(=[O:35])=[O:34].C(=O)(O)[O-]. (7) Reactant: [I:1][C:2]1[CH:3]=[C:4]2[C:16](=[O:17])[C:15]([C:18]([O:20]CC)=O)=[CH:14][N:6]3[CH2:7][C:8](=[O:13])[N:9]([CH3:12])[C:10]([CH:11]=1)=[C:5]23.[Cl:23][C:24]1[CH:31]=[CH:30][C:27]([CH2:28][NH2:29])=[CH:26][CH:25]=1. Product: [Cl:23][C:24]1[CH:31]=[CH:30][C:27]([CH2:28][NH:29][C:18]([C:15]2[C:16](=[O:17])[C:4]3[C:5]4[N:6]([CH:14]=2)[CH2:7][C:8](=[O:13])[N:9]([CH3:12])[C:10]=4[CH:11]=[C:2]([I:1])[CH:3]=3)=[O:20])=[CH:26][CH:25]=1. The catalyst class is: 10. (8) Reactant: C1(P(C2C=CC=CC=2)C2C=CC=CC=2)C=CC=CC=1.[Br:20][C:21]1[CH:26]=[CH:25][C:24]([CH3:27])=[CH:23][C:22]=1[CH2:28]O.[Br:30]C(Br)(Br)C(C(Br)(Br)Br)=O. Product: [Br:20][C:21]1[CH:26]=[CH:25][C:24]([CH3:27])=[CH:23][C:22]=1[CH2:28][Br:30]. The catalyst class is: 23. (9) Reactant: [C:1]([NH:5][CH2:6][CH:7]([C:12]1[CH:17]=[CH:16][C:15]([Cl:18])=[CH:14][CH:13]=1)[C:8]([O:10]C)=[O:9])([CH3:4])([CH3:3])[CH3:2].O([Si](C)(C)C)[K:20]. Product: [C:1]([NH:5][CH2:6][CH:7]([C:12]1[CH:17]=[CH:16][C:15]([Cl:18])=[CH:14][CH:13]=1)[C:8]([O-:10])=[O:9])([CH3:4])([CH3:2])[CH3:3].[K+:20]. The catalyst class is: 1. (10) Reactant: [CH3:1][O:2][C:3]1[CH:8]=[CH:7][CH:6]=[CH:5][C:4]=1[C:9]1[C:17]2[C:12](=[N:13][CH:14]=[C:15]([C:18]3[N:23]=[CH:22][N:21]=[C:20]([C:24](=[O:30])[C:25]([N:27]([CH3:29])[CH3:28])=[O:26])[CH:19]=3)[CH:16]=2)[NH:11][CH:10]=1.[BH4-].[Na+]. Product: [OH:30][CH:24]([C:20]1[CH:19]=[C:18]([C:15]2[CH:16]=[C:17]3[C:9]([C:4]4[CH:5]=[CH:6][CH:7]=[CH:8][C:3]=4[O:2][CH3:1])=[CH:10][NH:11][C:12]3=[N:13][CH:14]=2)[N:23]=[CH:22][N:21]=1)[C:25]([N:27]([CH3:28])[CH3:29])=[O:26]. The catalyst class is: 8.